Dataset: NCI-60 drug combinations with 297,098 pairs across 59 cell lines. Task: Regression. Given two drug SMILES strings and cell line genomic features, predict the synergy score measuring deviation from expected non-interaction effect. (1) Drug 1: CC(CN1CC(=O)NC(=O)C1)N2CC(=O)NC(=O)C2. Drug 2: CC1=C(C(=O)C2=C(C1=O)N3CC4C(C3(C2COC(=O)N)OC)N4)N. Cell line: SW-620. Synergy scores: CSS=51.5, Synergy_ZIP=2.43, Synergy_Bliss=2.78, Synergy_Loewe=6.51, Synergy_HSA=8.28. (2) Drug 1: C1C(C(OC1N2C=C(C(=O)NC2=O)F)CO)O. Drug 2: COCCOC1=C(C=C2C(=C1)C(=NC=N2)NC3=CC=CC(=C3)C#C)OCCOC.Cl. Cell line: UACC-257. Synergy scores: CSS=2.46, Synergy_ZIP=-1.35, Synergy_Bliss=-0.249, Synergy_Loewe=-7.47, Synergy_HSA=-1.57. (3) Synergy scores: CSS=-12.4, Synergy_ZIP=-3.61, Synergy_Bliss=-20.1, Synergy_Loewe=-19.7, Synergy_HSA=-19.7. Cell line: SK-MEL-2. Drug 1: C1=CC(=CC=C1CCCC(=O)O)N(CCCl)CCCl. Drug 2: C#CCC(CC1=CN=C2C(=N1)C(=NC(=N2)N)N)C3=CC=C(C=C3)C(=O)NC(CCC(=O)O)C(=O)O. (4) Drug 1: CCN(CC)CCNC(=O)C1=C(NC(=C1C)C=C2C3=C(C=CC(=C3)F)NC2=O)C. Drug 2: C1CCC(C(C1)N)N.C(=O)(C(=O)[O-])[O-].[Pt+4]. Cell line: CAKI-1. Synergy scores: CSS=23.8, Synergy_ZIP=-7.29, Synergy_Bliss=-2.52, Synergy_Loewe=-8.72, Synergy_HSA=-6.34.